This data is from Forward reaction prediction with 1.9M reactions from USPTO patents (1976-2016). The task is: Predict the product of the given reaction. (1) Given the reactants C(O[CH:4]=[C:5]([C:9](=[O:11])[CH3:10])[C:6](=[O:8])[CH3:7])C.[CH3:12][NH:13][N:14]=[C:15]([CH3:17])[CH3:16], predict the reaction product. The product is: [CH3:12][N:13]([CH:4]=[C:5]([C:6](=[O:8])[CH3:7])[C:9](=[O:11])[CH3:10])[N:14]=[C:15]([CH3:17])[CH3:16]. (2) Given the reactants [C:1]([O:5][C:6](=[O:30])[NH:7][C:8]1[C@:9]([CH3:29])([C:25]([F:28])([F:27])[F:26])[O:10][CH2:11][C@:12]([C:15]2[CH:20]=[C:19]([N+:21]([O-])=O)[CH:18]=[CH:17][C:16]=2[F:24])([CH3:14])[N:13]=1)([CH3:4])([CH3:3])[CH3:2], predict the reaction product. The product is: [C:1]([O:5][C:6](=[O:30])[NH:7][C:8]1[C@:9]([CH3:29])([C:25]([F:28])([F:27])[F:26])[O:10][CH2:11][C@:12]([C:15]2[CH:20]=[C:19]([NH2:21])[CH:18]=[CH:17][C:16]=2[F:24])([CH3:14])[N:13]=1)([CH3:2])([CH3:3])[CH3:4]. (3) Given the reactants [F:1][C:2]1[CH:3]=[C:4]([C@@H:9]([CH3:11])O)[CH:5]=[CH:6][C:7]=1[F:8].CS(Cl)(=O)=O.S([O-])(=O)(=O)C.[CH3:22][C@@H:23]1[CH2:28][NH:27][CH2:26][CH2:25][NH:24]1, predict the reaction product. The product is: [F:1][C:2]1[CH:3]=[C:4]([C@@H:9]([N:27]2[CH2:26][CH2:25][NH:24][C@H:23]([CH3:22])[CH2:28]2)[CH3:11])[CH:5]=[CH:6][C:7]=1[F:8]. (4) Given the reactants Br[C:2]1[C:7]2=[N:8][C:9]([C:12]([N:14]3[CH2:18][CH2:17][CH:16]([OH:19])[CH2:15]3)=[O:13])=[CH:10][N:11]=[C:6]2[CH:5]=[N:4][CH:3]=1.[Cl:20][C:21]1[CH:26]=[CH:25][C:24](B(O)O)=[CH:23][CH:22]=1.C(=O)([O-])[O-].[Cs+].[Cs+].O1CCOCC1, predict the reaction product. The product is: [Cl:20][C:21]1[CH:26]=[CH:25][C:24]([C:2]2[C:7]3=[N:8][C:9]([C:12]([N:14]4[CH2:18][CH2:17][CH:16]([OH:19])[CH2:15]4)=[O:13])=[CH:10][N:11]=[C:6]3[CH:5]=[N:4][CH:3]=2)=[CH:23][CH:22]=1. (5) Given the reactants [CH:1]1([N:7]2[C:11](=[O:12])[N:10]([C:13]3[CH:18]=[CH:17][C:16]([N:19]4[CH2:24][CH2:23][N:22]([C:25]5[CH:30]=[CH:29][C:28]([O:31]C)=[CH:27][CH:26]=5)[CH2:21][CH2:20]4)=[CH:15][CH:14]=3)[CH:9]=[N:8]2)[CH2:6][CH2:5][CH2:4][CH2:3][CH2:2]1, predict the reaction product. The product is: [CH:1]1([N:7]2[C:11](=[O:12])[N:10]([C:13]3[CH:18]=[CH:17][C:16]([N:19]4[CH2:20][CH2:21][N:22]([C:25]5[CH:26]=[CH:27][C:28]([OH:31])=[CH:29][CH:30]=5)[CH2:23][CH2:24]4)=[CH:15][CH:14]=3)[CH:9]=[N:8]2)[CH2:2][CH2:3][CH2:4][CH2:5][CH2:6]1.